This data is from Forward reaction prediction with 1.9M reactions from USPTO patents (1976-2016). The task is: Predict the product of the given reaction. (1) Given the reactants Cl[C:2]1[N:21]=[C:5]2[C:6]([NH:10][C:11]3[CH:16]=[CH:15][CH:14]=[C:13]([S:17]([CH3:20])(=[O:19])=[O:18])[CH:12]=3)=[CH:7][CH:8]=[CH:9][N:4]2[N:3]=1.[CH3:22][N:23]1[CH2:28][CH2:27][N:26]([C:29]2[CH:30]=[C:31]([CH:33]=[CH:34][CH:35]=2)[NH2:32])[CH2:25][CH2:24]1.C1(P(C2CCCCC2)C2C=CC=CC=2C2C=CC=CC=2P(C2CCCCC2)C2CCCCC2)CCCCC1, predict the reaction product. The product is: [CH3:20][S:17]([C:13]1[CH:12]=[C:11]([NH:10][C:6]2[C:5]3[N:4]([N:3]=[C:2]([NH:32][C:31]4[CH:33]=[CH:34][CH:35]=[C:29]([N:26]5[CH2:25][CH2:24][N:23]([CH3:22])[CH2:28][CH2:27]5)[CH:30]=4)[N:21]=3)[CH:9]=[CH:8][CH:7]=2)[CH:16]=[CH:15][CH:14]=1)(=[O:19])=[O:18]. (2) Given the reactants [NH2:1][C:2]1[N:7]=[CH:6][C:5]([C:8]#[CH:9])=[CH:4][N:3]=1.I[C:11]1[CH:12]=[C:13]([CH:17]=[CH:18][CH:19]=1)[C:14]([OH:16])=[O:15].C(N(CC)CC)C, predict the reaction product. The product is: [NH2:1][C:2]1[N:7]=[CH:6][C:5]([C:8]#[C:9][C:11]2[CH:12]=[C:13]([CH:17]=[CH:18][CH:19]=2)[C:14]([OH:16])=[O:15])=[CH:4][N:3]=1. (3) Given the reactants [Cl:1][C:2]1[N:6]([CH3:7])[N:5]=[C:4]([C:8]2[CH:13]=[CH:12][CH:11]=[CH:10][N:9]=2)[C:3]=1[C:14]([C:18]1[CH:23]=[CH:22][C:21]([Cl:24])=[CH:20][C:19]=1[CH3:25])=[CH:15][O:16]C.Cl.C([O-])(O)=O.[Na+], predict the reaction product. The product is: [Cl:1][C:2]1[N:6]([CH3:7])[N:5]=[C:4]([C:8]2[CH:13]=[CH:12][CH:11]=[CH:10][N:9]=2)[C:3]=1[CH:14]([C:18]1[CH:23]=[CH:22][C:21]([Cl:24])=[CH:20][C:19]=1[CH3:25])[CH:15]=[O:16]. (4) The product is: [CH3:25][C:26]1[CH:27]=[C:28]([CH:34]=[CH:35][C:36]=1[CH3:37])[CH2:29][C:30]1([NH:33][CH2:21][CH:20]([C:12]2[C:13]3[O:18][CH2:17][C:16](=[O:19])[NH:15][C:14]=3[C:9]([OH:8])=[CH:10][CH:11]=2)[OH:24])[CH2:31][CH2:32]1. Given the reactants C([O:8][C:9]1[C:14]2[NH:15][C:16](=[O:19])[CH2:17][O:18][C:13]=2[C:12]([C:20](=[O:24])[CH:21](O)O)=[CH:11][CH:10]=1)C1C=CC=CC=1.[CH3:25][C:26]1[CH:27]=[C:28]([CH:34]=[CH:35][C:36]=1[CH3:37])[CH2:29][C:30]1([NH2:33])[CH2:32][CH2:31]1.FC(F)(F)C([O-])=O, predict the reaction product. (5) Given the reactants [NH4+].[Cl-].[CH3:3][O:4][C:5](=[O:18])[CH2:6][O:7][C:8]1[CH:13]=[CH:12][C:11]([N+:14]([O-])=O)=[CH:10][C:9]=1[I:17], predict the reaction product. The product is: [CH3:3][O:4][C:5](=[O:18])[CH2:6][O:7][C:8]1[CH:13]=[CH:12][C:11]([NH2:14])=[CH:10][C:9]=1[I:17]. (6) Given the reactants Cl[C:2]1[N:3]([C@@H:24]([C:26]2[CH:31]=[CH:30][CH:29]=[CH:28][CH:27]=2)[CH3:25])[C:4]2[C:13]3[CH:12]=[C:11]([O:14][CH3:15])[C:10]([C:16]4[C:17]([CH3:22])=[N:18][O:19][C:20]=4[CH3:21])=[CH:9][C:8]=3[N:7]=[CH:6][C:5]=2[N:23]=1.[NH:32]1[CH2:37][CH2:36][CH2:35][CH2:34][CH2:33]1.O, predict the reaction product. The product is: [CH3:22][C:17]1[C:16]([C:10]2[C:11]([O:14][CH3:15])=[CH:12][C:13]3[C:4]4[N:3]([C@@H:24]([C:26]5[CH:31]=[CH:30][CH:29]=[CH:28][CH:27]=5)[CH3:25])[C:2]([N:32]5[CH2:37][CH2:36][CH2:35][CH2:34][CH2:33]5)=[N:23][C:5]=4[CH:6]=[N:7][C:8]=3[CH:9]=2)=[C:20]([CH3:21])[O:19][N:18]=1.